From a dataset of Retrosynthesis with 50K atom-mapped reactions and 10 reaction types from USPTO. Predict the reactants needed to synthesize the given product. (1) Given the product COc1ccc2c(COc3cccc4[nH]c(C(=O)NC5CCN(C[C@H](C)N6CC[C@H](O)[C@@H](C)C6)CC5)cc34)coc2c1, predict the reactants needed to synthesize it. The reactants are: COc1ccc2c(COc3cccc4[nH]c(C(=O)O)cc34)coc2c1.C[C@H]1CN([C@@H](C)CN2CCC(N)CC2)CC[C@@H]1O. (2) Given the product Fc1ccc(-c2cc(C3CCC(CCc4ccccc4)NC3)n(-c3ncccn3)n2)cc1, predict the reactants needed to synthesize it. The reactants are: CC(C)(C)OC(=O)N1CC(c2cc(-c3ccc(F)cc3)nn2-c2ncccn2)CCC1CCc1ccccc1. (3) Given the product C=CCOC(=O)N1CCC[C@H]1CO, predict the reactants needed to synthesize it. The reactants are: C=CCOC(=O)N1CCC[C@H]1C(=O)OC. (4) Given the product Cc1cc(-c2cncnc2)ncc1-c1ccc2c(c1)cc(-c1c(F)cccc1F)n2S(=O)(=O)c1ccccc1, predict the reactants needed to synthesize it. The reactants are: Cc1cc(Cl)ncc1-c1ccc2c(c1)cc(-c1c(F)cccc1F)n2S(=O)(=O)c1ccccc1.OB(O)c1cncnc1. (5) Given the product CCC(=O)NCC1CCC(Nc2nc3c(s2)CCOc2ccccc2-3)CC1, predict the reactants needed to synthesize it. The reactants are: CCC(=O)Cl.NCC1CCC(Nc2nc3c(s2)CCOc2ccccc2-3)CC1. (6) Given the product CC(C)(C)OC(=O)n1nc(I)c2ccc([N+](=O)[O-])cc21, predict the reactants needed to synthesize it. The reactants are: CC(C)(C)OC(=O)OC(=O)OC(C)(C)C.O=[N+]([O-])c1ccc2c(I)n[nH]c2c1. (7) The reactants are: CC(C)(C)OC(=O)N[C@@H](CC(=O)N1CCn2c(C(F)(F)F)nc(C(=O)N3CCOCC3)c2C1)Cc1cc(F)c(F)cc1F. Given the product N[C@@H](CC(=O)N1CCn2c(C(F)(F)F)nc(C(=O)N3CCOCC3)c2C1)Cc1cc(F)c(F)cc1F, predict the reactants needed to synthesize it. (8) Given the product CC(C)n1cc(-c2ccc(Cl)c(C(F)(F)F)c2)cc(O)c1=O, predict the reactants needed to synthesize it. The reactants are: CC(C)n1cc(-c2ccc(Cl)c(C(F)(F)F)c2)cc(OCc2ccccc2)c1=O.